This data is from Forward reaction prediction with 1.9M reactions from USPTO patents (1976-2016). The task is: Predict the product of the given reaction. Given the reactants [CH3:1][C:2]1[N:10]=[CH:9][CH:8]=[CH:7][C:3]=1[C:4]([OH:6])=O.BrN1C(=O)CCC1=O.[CH:19]1([CH2:22][N:23]2[C:31]3[N:30]=[C:29]([CH2:32][C:33]4[CH:38]=[CH:37][C:36]([NH:39][CH3:40])=[CH:35][CH:34]=4)[NH:28][C:27]=3[C:26](=[O:41])[N:25]([CH2:42][C:43]3[CH:48]=[CH:47][CH:46]=[CH:45][C:44]=3[F:49])[C:24]2=[O:50])[CH2:21][CH2:20]1.C(N(CC)CC)C, predict the reaction product. The product is: [CH:19]1([CH2:22][N:23]2[C:31]3[N:30]=[C:29]([CH2:32][C:33]4[CH:34]=[CH:35][C:36]([N:39]([CH3:40])[C:4](=[O:6])[C:3]5[CH:7]=[CH:8][CH:9]=[N:10][C:2]=5[CH3:1])=[CH:37][CH:38]=4)[NH:28][C:27]=3[C:26](=[O:41])[N:25]([CH2:42][C:43]3[CH:48]=[CH:47][CH:46]=[CH:45][C:44]=3[F:49])[C:24]2=[O:50])[CH2:21][CH2:20]1.